This data is from Full USPTO retrosynthesis dataset with 1.9M reactions from patents (1976-2016). The task is: Predict the reactants needed to synthesize the given product. (1) Given the product [CH2:1]([O:8][C:9]1[C:14]2[N:15]([CH3:18])[CH:16]=[N:17][C:13]=2[CH:12]=[C:11]([C:25]2[CH:24]=[CH:23][C:22]([O:21][CH3:20])=[C:27]([O:28][CH3:29])[CH:26]=2)[CH:10]=1)[C:2]1[CH:7]=[CH:6][CH:5]=[CH:4][CH:3]=1, predict the reactants needed to synthesize it. The reactants are: [CH2:1]([O:8][C:9]1[C:14]2[N:15]([CH3:18])[CH:16]=[N:17][C:13]=2[CH:12]=[C:11](Br)[CH:10]=1)[C:2]1[CH:7]=[CH:6][CH:5]=[CH:4][CH:3]=1.[CH3:20][O:21][C:22]1[CH:23]=[C:24](B(O)O)[CH:25]=[CH:26][C:27]=1[O:28][CH3:29].C([O-])([O-])=O.[Cs+].[Cs+].COCCOC. (2) Given the product [C:16]([C:2]1[CH:9]=[CH:8][C:5]([C:6]#[N:7])=[C:4]([F:10])[CH:3]=1)(=[O:18])[CH3:17], predict the reactants needed to synthesize it. The reactants are: Br[C:2]1[CH:9]=[CH:8][C:5]([C:6]#[N:7])=[C:4]([F:10])[CH:3]=1.C([Sn](CCCC)(CCCC)[C:16]([O:18]CC)=[CH2:17])CCC. (3) Given the product [ClH:42].[O:35]1[C:34]2[CH:39]=[CH:40][C:31]([CH2:30][NH:9][CH:10]3[CH2:11][CH2:12][N:13]([CH2:16][CH2:17][N:18]4[C:27]5[C:22](=[CH:23][CH:24]=[C:25]([CH3:28])[CH:26]=5)[CH:21]=[CH:20][C:19]4=[O:29])[CH2:14][CH2:15]3)=[CH:32][C:33]=2[O:38][CH2:37][CH2:36]1, predict the reactants needed to synthesize it. The reactants are: CO.C(OC(=O)[N:9]([CH2:30][C:31]1[CH:40]=[CH:39][C:34]2[O:35][CH2:36][CH2:37][O:38][C:33]=2[CH:32]=1)[CH:10]1[CH2:15][CH2:14][N:13]([CH2:16][CH2:17][N:18]2[C:27]3[C:22](=[CH:23][CH:24]=[C:25]([CH3:28])[CH:26]=3)[CH:21]=[CH:20][C:19]2=[O:29])[CH2:12][CH2:11]1)(C)(C)C.[ClH:42].C(OCC)(=O)C.